This data is from Full USPTO retrosynthesis dataset with 1.9M reactions from patents (1976-2016). The task is: Predict the reactants needed to synthesize the given product. (1) The reactants are: COC(=O)[CH2:4][NH:5][S:6]([C:9]1[CH:14]=[CH:13][C:12]([O:15][CH2:16][CH:17]2[CH2:19][CH2:18]2)=[CH:11][CH:10]=1)(=[O:8])=[O:7].Cl[CH2:22][C:23]1[CH:28]=[CH:27][C:26]([N:29]2[N:33]=[CH:32][CH:31]=[N:30]2)=[CH:25][CH:24]=1.C([O-])([O-])=[O:35].[K+].[K+].C[N:41]([CH:43]=[O:44])C. Given the product [CH:17]1([CH2:16][O:15][C:12]2[CH:11]=[CH:10][C:9]([S:6]([N:5]([CH2:4][C:43]([NH:41][OH:35])=[O:44])[CH2:22][C:23]3[CH:28]=[CH:27][C:26]([N:29]4[N:33]=[CH:32][CH:31]=[N:30]4)=[CH:25][CH:24]=3)(=[O:7])=[O:8])=[CH:14][CH:13]=2)[CH2:18][CH2:19]1, predict the reactants needed to synthesize it. (2) Given the product [CH3:17][O:16][C:13]1[CH:14]=[CH:15][C:10]([CH2:9][O:8][C:6]2[CH:5]=[C:4]([C:18]([C:20]3[CH:21]=[N:22][CH:23]=[CH:24][CH:25]=3)=[O:19])[CH:3]=[C:2]([C:34]3[CH:42]=[CH:41][CH:40]=[C:39]4[C:35]=3[CH:36]=[CH:37][N:38]4[Si:43]([CH:47]([CH3:49])[CH3:48])([CH:50]([CH3:52])[CH3:51])[CH:44]([CH3:45])[CH3:46])[CH:7]=2)=[CH:11][CH:12]=1, predict the reactants needed to synthesize it. The reactants are: Br[C:2]1[CH:3]=[C:4]([C:18]([C:20]2[CH:21]=[N:22][CH:23]=[CH:24][CH:25]=2)=[O:19])[CH:5]=[C:6]([O:8][CH2:9][C:10]2[CH:15]=[CH:14][C:13]([O:16][CH3:17])=[CH:12][CH:11]=2)[CH:7]=1.CC1(C)C(C)(C)OB([C:34]2[CH:42]=[CH:41][CH:40]=[C:39]3[C:35]=2[CH:36]=[CH:37][N:38]3[Si:43]([CH:50]([CH3:52])[CH3:51])([CH:47]([CH3:49])[CH3:48])[CH:44]([CH3:46])[CH3:45])O1.[O-]P([O-])([O-])=O.[K+].[K+].[K+].